Task: Predict the reactants needed to synthesize the given product.. Dataset: Full USPTO retrosynthesis dataset with 1.9M reactions from patents (1976-2016) (1) Given the product [CH3:57][O:56][C:50]1[CH:49]=[C:48]([CH:53]=[C:52]([O:54][CH3:55])[CH:51]=1)[CH2:47][NH:46][CH2:45][C@@H:35]1[C@@H:34]([C@@:30]2([CH3:33])[CH2:31][CH2:32][C@H:27]([OH:26])[CH2:28][C@@H:29]2[CH2:58][OH:59])[CH2:42][CH2:41][C@@:40]2([CH3:43])[C@H:36]1[CH2:37][CH2:38][C:39]2=[CH2:44], predict the reactants needed to synthesize it. The reactants are: CCCC[N+](CCCC)(CCCC)CCCC.[F-].[Si]([O:26][C@H:27]1[CH2:32][CH2:31][C@@:30]([C@H:34]2[CH2:42][CH2:41][C@@:40]3([CH3:43])[C@@H:36]([CH2:37][CH2:38][C:39]3=[CH2:44])[C@@H:35]2[CH2:45][NH:46][CH2:47][C:48]2[CH:53]=[C:52]([O:54][CH3:55])[CH:51]=[C:50]([O:56][CH3:57])[CH:49]=2)([CH3:33])[C@@H:29]([CH2:58][O:59][Si](C(C)(C)C)(C)C)[CH2:28]1)(C(C)(C)C)(C)C. (2) Given the product [CH3:28][N:29]([CH3:38])[C:30]1[CH:37]=[CH:36][C:33]([CH2:34][NH:35][C:13]([C:10]2[S:11][CH:12]=[C:8]([C:5]3[CH:4]=[CH:3][C:2]([Cl:1])=[CH:7][CH:6]=3)[N:9]=2)=[O:15])=[CH:32][CH:31]=1, predict the reactants needed to synthesize it. The reactants are: [Cl:1][C:2]1[CH:7]=[CH:6][C:5]([C:8]2[N:9]=[C:10]([C:13]([OH:15])=O)[S:11][CH:12]=2)=[CH:4][CH:3]=1.C1N=CN(C(N2C=NC=C2)=O)C=1.[CH3:28][N:29]([CH3:38])[C:30]1[CH:37]=[CH:36][C:33]([CH2:34][NH2:35])=[CH:32][CH:31]=1. (3) Given the product [N:1]([C:2]1[C:11]([C:12]2[CH:13]=[CH:14][C:15]([S:18]([N:21]3[CH2:22][CH2:23][O:24][CH2:25][CH2:26]3)(=[O:19])=[O:20])=[CH:16][CH:17]=2)=[N:10][C:9]([Br:27])=[CH:8][C:3]=1[C:4]([O:6][CH3:7])=[O:5])=[N+:32]=[N-:33], predict the reactants needed to synthesize it. The reactants are: [NH2:1][C:2]1[C:11]([C:12]2[CH:17]=[CH:16][C:15]([S:18]([N:21]3[CH2:26][CH2:25][O:24][CH2:23][CH2:22]3)(=[O:20])=[O:19])=[CH:14][CH:13]=2)=[N:10][C:9]([Br:27])=[CH:8][C:3]=1[C:4]([O:6][CH3:7])=[O:5].N([O-])=O.[Na+].[N-:32]=[N+:33]=[N-].[Na+].CCOCC. (4) Given the product [CH3:21][O:20][CH2:19][CH2:18][C:13]1[N:14]([CH2:15][CH2:16][CH3:17])[C:10]2[C:9]3[CH:8]=[CH:7][C:6]([O:22][CH:23]4[CH2:24][CH2:25][NH:26][CH2:27][CH2:28]4)=[CH:5][C:4]=3[N:3]=[C:2]([NH2:1])[C:11]=2[N:12]=1, predict the reactants needed to synthesize it. The reactants are: [NH2:1][C:2]1[C:11]2[N:12]=[C:13]([CH2:18][CH2:19][O:20][CH3:21])[N:14]([CH2:15][CH2:16][CH3:17])[C:10]=2[C:9]2[CH:8]=[CH:7][C:6]([O:22][CH:23]3[CH2:28][CH2:27][N:26](C(OC(C)(C)C)=O)[CH2:25][CH2:24]3)=[CH:5][C:4]=2[N:3]=1.Cl. (5) Given the product [F:54][C:23]1[CH:22]=[C:21]([C:16]2[CH:17]=[CH:18][CH:19]=[CH:20][C:15]=2[C:13]2[NH:14][C:4](=[O:7])[O:5][N:3]=2)[CH:26]=[CH:25][C:24]=1[CH2:27][C:28]1[C:29](=[O:53])[N:30]([C@H:41]2[CH2:46][CH2:45][C@H:44]([O:47][CH:48]([CH3:52])[C:49]#[N:51])[CH2:43][CH2:42]2)[C:31]2[N:32]([N:37]=[C:38]([CH3:40])[N:39]=2)[C:33]=1[CH2:34][CH2:35][CH3:36], predict the reactants needed to synthesize it. The reactants are: [Cl-].O[NH3+:3].[C:4](=[O:7])([O-])[OH:5].[Na+].CS(C)=O.[C:13]([C:15]1[CH:20]=[CH:19][CH:18]=[CH:17][C:16]=1[C:21]1[CH:26]=[CH:25][C:24]([CH2:27][C:28]2[C:29](=[O:53])[N:30]([C@H:41]3[CH2:46][CH2:45][C@H:44]([O:47][CH:48]([CH3:52])[C:49]([NH2:51])=O)[CH2:43][CH2:42]3)[C:31]3[N:32]([N:37]=[C:38]([CH3:40])[N:39]=3)[C:33]=2[CH2:34][CH2:35][CH3:36])=[C:23]([F:54])[CH:22]=1)#[N:14]. (6) The reactants are: [N+](=[CH:3][C:4]([C@@H:6]1[CH2:10][CH2:9][CH2:8][N:7]1[C:11](=[O:21])[C@@H:12]([NH:16][C:17](=[O:20])[O:18][CH3:19])[CH:13]([CH3:15])[CH3:14])=[O:5])=[N-].[BrH:22]. Given the product [Br:22][CH2:3][C:4]([C@@H:6]1[CH2:10][CH2:9][CH2:8][N:7]1[C:11](=[O:21])[C@@H:12]([NH:16][C:17](=[O:20])[O:18][CH3:19])[CH:13]([CH3:15])[CH3:14])=[O:5], predict the reactants needed to synthesize it.